From a dataset of Forward reaction prediction with 1.9M reactions from USPTO patents (1976-2016). Predict the product of the given reaction. (1) Given the reactants [CH3:1][O:2][C:3]1[CH:4]=[C:5]([CH:7]=[CH:8][C:9]=1[C:10]1[O:14][CH:13]=[N:12][CH:11]=1)[NH2:6].[CH3:15][S:16][C:17]1[S:21][C:20]([CH:22]=O)=[CH:19][CH:18]=1, predict the reaction product. The product is: [CH3:15][S:16][C:17]1[S:21][C:20]([CH2:22][NH:6][C:5]2[CH:7]=[CH:8][C:9]([C:10]3[O:14][CH:13]=[N:12][CH:11]=3)=[C:3]([O:2][CH3:1])[CH:4]=2)=[CH:19][CH:18]=1. (2) Given the reactants [CH3:1][O:2][C:3]1[CH:10]=[CH:9][C:6]([CH2:7]Cl)=[CH:5][CH:4]=1.[CH3:11][C:12]1([CH3:24])[C:16]([CH3:18])([CH3:17])[O:15][B:14]([C:19]2[CH:20]=[N:21][NH:22][CH:23]=2)[O:13]1.C(=O)([O-])[O-].[Cs+].[Cs+], predict the reaction product. The product is: [CH3:1][O:2][C:3]1[CH:10]=[CH:9][C:6]([CH2:7][N:22]2[CH:23]=[C:19]([B:14]3[O:13][C:12]([CH3:24])([CH3:11])[C:16]([CH3:18])([CH3:17])[O:15]3)[CH:20]=[N:21]2)=[CH:5][CH:4]=1. (3) Given the reactants Cl.[O:2]=[C:3]1[NH:12][C:11]2[N:10]=[CH:9][CH:8]=[C:7]([O:13][C:14]3[CH:15]=[CH:16][C:17]4[O:21][C@@H:20]5[C@@H:22]([NH:23][C:24]([C:26]6[CH:45]=[CH:44][C:29]([CH2:30][N:31]7[CH2:36][CH2:35][N:34](C(OC(C)(C)C)=O)[CH2:33][CH2:32]7)=[C:28]([C:46]([F:49])([F:48])[F:47])[CH:27]=6)=[O:25])[C@@H:19]5[C:18]=4[CH:50]=3)[C:6]=2[CH2:5][CH2:4]1, predict the reaction product. The product is: [O:2]=[C:3]1[NH:12][C:11]2[N:10]=[CH:9][CH:8]=[C:7]([O:13][C:14]3[CH:15]=[CH:16][C:17]4[O:21][C@@H:20]5[C@@H:22]([NH:23][C:24](=[O:25])[C:26]6[CH:45]=[CH:44][C:29]([CH2:30][N:31]7[CH2:32][CH2:33][NH:34][CH2:35][CH2:36]7)=[C:28]([C:46]([F:47])([F:49])[F:48])[CH:27]=6)[C@@H:19]5[C:18]=4[CH:50]=3)[C:6]=2[CH2:5][CH2:4]1. (4) Given the reactants [CH3:1][O:2][C:3]1[CH:4]=[C:5]([N:11]2[CH2:20][C:19]3[C:14](=[N:15][C:16]([S:21]([CH3:24])(=[O:23])=[O:22])=[N:17][CH:18]=3)[N:13]([CH3:25])[C:12]2=[O:26])C=[C:7]([O:9][CH3:10])[CH:8]=1.S(Cl)([Cl:30])(=O)=O.Cl[CH2:33][Cl:34], predict the reaction product. The product is: [Cl:30][C:4]1[C:3]([O:2][CH3:1])=[CH:8][C:7]([O:9][CH3:10])=[C:33]([Cl:34])[C:5]=1[N:11]1[CH2:20][C:19]2[C:14](=[N:15][C:16]([S:21]([CH3:24])(=[O:23])=[O:22])=[N:17][CH:18]=2)[N:13]([CH3:25])[C:12]1=[O:26]. (5) Given the reactants [F:1][C:2]1[CH:3]=[C:4]([CH:6]=[CH:7][CH:8]=1)[NH2:5].Cl[C:10]([O:12][C:13]([CH3:15])=[CH2:14])=[O:11].C([O-])(O)=O.[Na+], predict the reaction product. The product is: [F:1][C:2]1[CH:3]=[C:4]([NH:5][C:10](=[O:11])[O:12][C:13]([CH3:15])=[CH2:14])[CH:6]=[CH:7][CH:8]=1. (6) Given the reactants [C:1]([CH2:4][O:5][CH:6]1[CH:11]([C:12]2[CH:17]=[CH:16][C:15]([O:18][CH2:19][CH2:20][CH2:21][O:22][CH2:23][C:24]3[CH:29]=[CH:28][CH:27]=[CH:26][C:25]=3[O:30][CH3:31])=[CH:14][CH:13]=2)[CH2:10][CH2:9][N:8]([C:32]([O:34][C:35]([CH3:38])([CH3:37])[CH3:36])=[O:33])[CH2:7]1)(O)=[O:2].[NH2:39][C:40]1[CH:45]=[CH:44][CH:43]=[CH:42][C:41]=1[CH2:46][CH2:47][NH:48][C:49](=[O:51])[CH3:50], predict the reaction product. The product is: [C:49]([NH:48][CH2:47][CH2:46][C:41]1[CH:42]=[CH:43][CH:44]=[CH:45][C:40]=1[NH:39][C:1]([CH2:4][O:5][CH:6]1[CH:11]([C:12]2[CH:17]=[CH:16][C:15]([O:18][CH2:19][CH2:20][CH2:21][O:22][CH2:23][C:24]3[CH:29]=[CH:28][CH:27]=[CH:26][C:25]=3[O:30][CH3:31])=[CH:14][CH:13]=2)[CH2:10][CH2:9][N:8]([C:32]([O:34][C:35]([CH3:38])([CH3:36])[CH3:37])=[O:33])[CH2:7]1)=[O:2])(=[O:51])[CH3:50]. (7) Given the reactants [CH2:1]([N:3]1[C:7]2=[N:8][C:9]([CH2:32][CH3:33])=[C:10]([CH2:19][NH:20][C:21]([C:23]3[N:28]=[C:27]([C:29](O)=[O:30])[CH:26]=[CH:25][CH:24]=3)=[O:22])[C:11]([NH:12][CH:13]3[CH2:18][CH2:17][O:16][CH2:15][CH2:14]3)=[C:6]2[CH:5]=[N:4]1)[CH3:2].[Br:34][C:35]1[CH:36]=[C:37]([CH2:42][NH2:43])[CH:38]=[CH:39][C:40]=1[F:41].CN(C(ON1N=NC2C=CC=CC1=2)=[N+](C)C)C.F[P-](F)(F)(F)(F)F.CCN(CC)CC, predict the reaction product. The product is: [Br:34][C:35]1[CH:36]=[C:37]([CH2:42][NH:43][C:29]([C:27]2[CH:26]=[CH:25][CH:24]=[C:23]([C:21]([NH:20][CH2:19][C:10]3[C:11]([NH:12][CH:13]4[CH2:18][CH2:17][O:16][CH2:15][CH2:14]4)=[C:6]4[CH:5]=[N:4][N:3]([CH2:1][CH3:2])[C:7]4=[N:8][C:9]=3[CH2:32][CH3:33])=[O:22])[N:28]=2)=[O:30])[CH:38]=[CH:39][C:40]=1[F:41]. (8) The product is: [C:14]1([CH:7]([C:1]2[CH:2]=[CH:3][CH:4]=[CH:5][CH:6]=2)[N:8]2[CH2:9][CH2:10][N:11]([C:33](=[O:34])[CH2:32][CH2:31][C:27]3[CH:28]=[N:29][O:30][C:26]=3[C:20]3[CH:21]=[CH:22][CH:23]=[CH:24][CH:25]=3)[CH2:12][CH2:13]2)[CH:19]=[CH:18][CH:17]=[CH:16][CH:15]=1. Given the reactants [C:1]1([CH:7]([C:14]2[CH:19]=[CH:18][CH:17]=[CH:16][CH:15]=2)[N:8]2[CH2:13][CH2:12][NH:11][CH2:10][CH2:9]2)[CH:6]=[CH:5][CH:4]=[CH:3][CH:2]=1.[C:20]1([C:26]2[O:30][N:29]=[CH:28][C:27]=2[CH2:31][CH2:32][C:33](O)=[O:34])[CH:25]=[CH:24][CH:23]=[CH:22][CH:21]=1.O.ON1C2C=CC=CC=2N=N1.Cl.C(N=C=NCCCN(C)C)C, predict the reaction product. (9) Given the reactants Br[C:2]1[C:3]([N:17]2[CH:21]=[CH:20][C:19]([C:22]([F:25])([F:24])[F:23])=[N:18]2)=[N:4][C:5]([NH:8][C:9]2[CH:14]=[CH:13][C:12]([F:15])=[C:11]([Cl:16])[CH:10]=2)=[N:6][CH:7]=1.[N:26]1([CH2:31][CH2:32][O:33][C:34]2[N:39]=[CH:38][C:37](B(O)O)=[CH:36][C:35]=2[C:43]([O:45][CH3:46])=[O:44])[CH:30]=[CH:29][N:28]=[CH:27]1.N1(CCOC2C(C(OC)=O)=CC(B3OC(C)(C)C(C)(C)O3)=CN=2)C=CN=C1.B(O)O.C(=O)([O-])[O-].[Na+].[Na+], predict the reaction product. The product is: [Cl:16][C:11]1[CH:10]=[C:9]([NH:8][C:5]2[N:4]=[C:3]([N:17]3[CH:21]=[CH:20][C:19]([C:22]([F:25])([F:24])[F:23])=[N:18]3)[C:2]([C:37]3[CH:36]=[C:35]([C:43]([O:45][CH3:46])=[O:44])[C:34]([O:33][CH2:32][CH2:31][N:26]4[CH:30]=[CH:29][N:28]=[CH:27]4)=[N:39][CH:38]=3)=[CH:7][N:6]=2)[CH:14]=[CH:13][C:12]=1[F:15]. (10) Given the reactants [CH3:1][N:2]([CH3:17])[CH2:3][CH2:4][CH2:5][NH:6][C:7]1[N:15]=[CH:14][C:13]([F:16])=[CH:12][C:8]=1[C:9]([OH:11])=O.C(N(CC)CC)C.[C:25]([O:29][C:30](=[O:39])[NH:31][CH:32]1[CH2:37][CH2:36][CH:35]([NH2:38])[CH2:34][CH2:33]1)([CH3:28])([CH3:27])[CH3:26], predict the reaction product. The product is: [C:25]([O:29][C:30](=[O:39])[NH:31][C@H:32]1[CH2:33][CH2:34][C@@H:35]([NH:38][C:9]([C:8]2[C:7]([NH:6][CH2:5][CH2:4][CH2:3][N:2]([CH3:1])[CH3:17])=[N:15][CH:14]=[C:13]([F:16])[CH:12]=2)=[O:11])[CH2:36][CH2:37]1)([CH3:28])([CH3:26])[CH3:27].